From a dataset of HIV replication inhibition screening data with 41,000+ compounds from the AIDS Antiviral Screen. Binary Classification. Given a drug SMILES string, predict its activity (active/inactive) in a high-throughput screening assay against a specified biological target. (1) The compound is CN1C(=O)C2(C=CCC2)c2ccccc21. The result is 0 (inactive). (2) The molecule is Clc1ccc(CN2COc3c(ccc4cccnc34)C2)cc1. The result is 0 (inactive). (3) The result is 0 (inactive). The molecule is CN1CCN(C)C(=O)CSSCC1=O. (4) The compound is O=c1c2cccnc2ncn1CCN1CCCCC1. The result is 0 (inactive). (5) The compound is NC(=O)c1ccc2cc(O)c(O)cc2c1. The result is 0 (inactive). (6) The molecule is COC(=O)C1(Cc2ccc3c(c2)CCC3)Cc2ccccc2C1=O. The result is 0 (inactive). (7) The compound is Cn1cc(C(=O)C2CCCCC2)ccc1=O. The result is 0 (inactive). (8) The molecule is COc1ccccc1C(=O)Nc1ccc(Cl)c(C(=O)OC(C)C)c1. The result is 1 (active). (9) The drug is CCCCN(C=O)CCc1ccccc1. The result is 0 (inactive).